Dataset: Catalyst prediction with 721,799 reactions and 888 catalyst types from USPTO. Task: Predict which catalyst facilitates the given reaction. (1) Reactant: [NH2:1][S:2]([NH:5][C:6](=[O:32])[CH2:7][CH2:8][C:9]1[CH:14]=[CH:13][C:12]([O:15][CH2:16][CH2:17][O:18][CH3:19])=[CH:11][C:10]=1[O:20][C:21]1[C:26]([Cl:27])=[CH:25][C:24]([C:28]([F:31])([F:30])[F:29])=[CH:23][N:22]=1)(=[O:4])=[O:3].[C:33]1(P([C:33]2[CH:38]=CC=[CH:35][CH:34]=2)[C:33]2[CH:38]=CC=[CH:35][CH:34]=2)[CH:38]=CC=[CH:35][CH:34]=1.C(O)CCC.N(C(OCC)=O)=NC(OCC)=O. Product: [NH2:1][S:2]([N:5]([CH2:38][CH2:33][CH2:34][CH3:35])[C:6](=[O:32])[CH2:7][CH2:8][C:9]1[CH:14]=[CH:13][C:12]([O:15][CH2:16][CH2:17][O:18][CH3:19])=[CH:11][C:10]=1[O:20][C:21]1[C:26]([Cl:27])=[CH:25][C:24]([C:28]([F:30])([F:29])[F:31])=[CH:23][N:22]=1)(=[O:4])=[O:3]. The catalyst class is: 207. (2) Product: [OH:59][C@H:50]([C:51]1[CH:56]=[CH:55][C:54]([O:57][CH3:58])=[CH:53][CH:52]=1)[C@H:39]([NH:38][C:36](=[O:37])[C@@H:35]([NH:34][C:69](=[O:70])[CH2:68][N:65]1[CH2:66][CH2:67][O:62][CH2:63][CH2:64]1)[CH2:60][OH:61])[C:40]([O:42][CH2:43][C:44]1[CH:49]=[CH:48][CH:47]=[CH:46][CH:45]=1)=[O:41]. The catalyst class is: 3. Reactant: CN(C(ON1N=NC2C=CC=NC1=2)=[N+](C)C)C.F[P-](F)(F)(F)(F)F.CCN(C(C)C)C(C)C.[NH2:34][C@@H:35]([CH2:60][OH:61])[C:36]([NH:38][C@@H:39]([C@H:50]([OH:59])[C:51]1[CH:56]=[CH:55][C:54]([O:57][CH3:58])=[CH:53][CH:52]=1)[C:40]([O:42][CH2:43][C:44]1[CH:49]=[CH:48][CH:47]=[CH:46][CH:45]=1)=[O:41])=[O:37].[O:62]1[CH2:67][CH2:66][N:65]([CH2:68][C:69](O)=[O:70])[CH2:64][CH2:63]1.